Dataset: TCR-epitope binding with 47,182 pairs between 192 epitopes and 23,139 TCRs. Task: Binary Classification. Given a T-cell receptor sequence (or CDR3 region) and an epitope sequence, predict whether binding occurs between them. (1) The epitope is LLQTGIHVRVSQPSL. The TCR CDR3 sequence is CASGPRLLTSEAFF. Result: 1 (the TCR binds to the epitope). (2) The epitope is NLSALGIFST. The TCR CDR3 sequence is CASSIAEQIGEAFF. Result: 1 (the TCR binds to the epitope). (3) The epitope is NLSALGIFST. The TCR CDR3 sequence is CASSPYGGSSYEQYF. Result: 0 (the TCR does not bind to the epitope). (4) The epitope is RLRPGGKKR. The TCR CDR3 sequence is CASSYGQQGVEYEQYF. Result: 0 (the TCR does not bind to the epitope). (5) The epitope is RLDKVEAEV. The TCR CDR3 sequence is CASSLGLAGGDEQFF. Result: 0 (the TCR does not bind to the epitope). (6) The epitope is NYSGVVTTVMF. The TCR CDR3 sequence is CASSSTGGGEKDQPQHF. Result: 0 (the TCR does not bind to the epitope). (7) The epitope is KLFIRQEEV. The TCR CDR3 sequence is CASRQGGTEAFF. Result: 0 (the TCR does not bind to the epitope).